This data is from Merck oncology drug combination screen with 23,052 pairs across 39 cell lines. The task is: Regression. Given two drug SMILES strings and cell line genomic features, predict the synergy score measuring deviation from expected non-interaction effect. (1) Drug 1: C#Cc1cccc(Nc2ncnc3cc(OCCOC)c(OCCOC)cc23)c1. Drug 2: COC1CC2CCC(C)C(O)(O2)C(=O)C(=O)N2CCCCC2C(=O)OC(C(C)CC2CCC(OP(C)(C)=O)C(OC)C2)CC(=O)C(C)C=C(C)C(O)C(OC)C(=O)C(C)CC(C)C=CC=CC=C1C. Cell line: LNCAP. Synergy scores: synergy=28.8. (2) Drug 1: Cn1nnc2c(C(N)=O)ncn2c1=O. Drug 2: O=C(O)C1(Cc2cccc(Nc3nccs3)n2)CCC(Oc2cccc(Cl)c2F)CC1. Cell line: HT29. Synergy scores: synergy=5.75. (3) Synergy scores: synergy=48.6. Drug 1: COC12C(COC(N)=O)C3=C(C(=O)C(C)=C(N)C3=O)N1CC1NC12. Drug 2: Cc1nc(Nc2ncc(C(=O)Nc3c(C)cccc3Cl)s2)cc(N2CCN(CCO)CC2)n1. Cell line: A427. (4) Drug 1: CC1(c2nc3c(C(N)=O)cccc3[nH]2)CCCN1. Drug 2: CCC1(O)C(=O)OCc2c1cc1n(c2=O)Cc2cc3c(CN(C)C)c(O)ccc3nc2-1. Cell line: UACC62. Synergy scores: synergy=-5.78.